Dataset: Forward reaction prediction with 1.9M reactions from USPTO patents (1976-2016). Task: Predict the product of the given reaction. (1) Given the reactants [Br:1][C:2]1[C:3]2[N:4]([N:10]=[C:11]([C:18]([F:21])([F:20])[F:19])[C:12]=2C(OCC)=O)[C:5]([O:8][CH3:9])=[CH:6][CH:7]=1.[OH-].[K+].Cl.S(=O)(=O)(O)O.[OH-].[Na+], predict the reaction product. The product is: [Br:1][C:2]1[C:3]2[N:4]([N:10]=[C:11]([C:18]([F:21])([F:19])[F:20])[CH:12]=2)[C:5]([O:8][CH3:9])=[CH:6][CH:7]=1. (2) Given the reactants [OH:1][N:2]=[C:3]([C:5]1[CH:33]=[CH:32][C:8]([C:9]([NH:11][CH2:12][CH2:13][NH:14][C:15]([C:17]2[C:18]([C:28]([F:31])([F:30])[F:29])=[N:19][N:20]([C:22]3[CH:27]=[CH:26][CH:25]=[CH:24][CH:23]=3)[CH:21]=2)=[O:16])=[O:10])=[CH:7][N:6]=1)[NH2:4].[CH:34](OC)(OC)OC, predict the reaction product. The product is: [O:1]1[CH:34]=[N:4][C:3]([C:5]2[CH:33]=[CH:32][C:8]([C:9]([NH:11][CH2:12][CH2:13][NH:14][C:15]([C:17]3[C:18]([C:28]([F:31])([F:30])[F:29])=[N:19][N:20]([C:22]4[CH:27]=[CH:26][CH:25]=[CH:24][CH:23]=4)[CH:21]=3)=[O:16])=[O:10])=[CH:7][N:6]=2)=[N:2]1. (3) Given the reactants [NH2:1][C:2]1[CH:27]=[CH:26][C:5]([C:6]([NH:8][CH:9]2[CH2:14][CH2:13][N:12]([CH2:15][C:16]3[CH:21]=[CH:20][C:19]([Cl:22])=[C:18]([O:23][CH2:24][CH3:25])[CH:17]=3)[CH2:11][CH2:10]2)=[O:7])=[CH:4][N:3]=1.[CH:28]1([C:31](Cl)=[O:32])[CH2:30][CH2:29]1, predict the reaction product. The product is: [Cl:22][C:19]1[CH:20]=[CH:21][C:16]([CH2:15][N:12]2[CH2:13][CH2:14][CH:9]([NH:8][C:6](=[O:7])[C:5]3[CH:26]=[CH:27][C:2]([NH:1][C:31]([CH:28]4[CH2:30][CH2:29]4)=[O:32])=[N:3][CH:4]=3)[CH2:10][CH2:11]2)=[CH:17][C:18]=1[O:23][CH2:24][CH3:25].